Task: Predict which catalyst facilitates the given reaction.. Dataset: Catalyst prediction with 721,799 reactions and 888 catalyst types from USPTO (1) Reactant: [C:1]([O:5][C:6](=[O:20])[CH2:7][CH2:8][S:9][CH2:10][C:11]1[CH:12]=[C:13]([CH:17]=[CH:18][CH:19]=1)[C:14]([OH:16])=O)([CH3:4])([CH3:3])[CH3:2].[NH2:21][C:22]1[CH:27]=[CH:26][C:25]([N:28]2[CH2:33][CH2:32][CH2:31][CH2:30][CH2:29]2)=[CH:24][C:23]=1[C:34]1[N:39]=[CH:38][N:37]=[C:36]([NH:40][CH2:41][C:42]2[CH:47]=[CH:46][CH:45]=[C:44]([CH3:48])[CH:43]=2)[CH:35]=1. Product: [N:28]1([C:25]2[CH:26]=[CH:27][C:22]([NH:21][C:14]([C:13]3[CH:12]=[C:11]([CH:19]=[CH:18][CH:17]=3)[CH2:10][S:9][CH2:8][CH2:7][C:6]([O:5][C:1]([CH3:2])([CH3:3])[CH3:4])=[O:20])=[O:16])=[C:23]([C:34]3[CH:35]=[C:36]([NH:40][CH2:41][C:42]4[CH:47]=[CH:46][CH:45]=[C:44]([CH3:48])[CH:43]=4)[N:37]=[CH:38][N:39]=3)[CH:24]=2)[CH2:29][CH2:30][CH2:31][CH2:32][CH2:33]1. The catalyst class is: 112. (2) Reactant: [Na].[Br:2][C:3]1[CH:8]=[CH:7][C:6]([NH:9][CH2:10][C:11]([NH2:13])=[O:12])=[C:5]([C:14]#[N:15])[CH:4]=1. Product: [NH2:15][C:14]1[C:5]2[C:6](=[CH:7][CH:8]=[C:3]([Br:2])[CH:4]=2)[NH:9][C:10]=1[C:11]([NH2:13])=[O:12]. The catalyst class is: 41. (3) Reactant: C([Li])CCC.[Cl:6][C:7]1[CH:12]=[CH:11][N:10]=[C:9]2[CH:13]=[CH:14][S:15][C:8]=12.S([C:26]#[N:27])(C1C=CC(C)=CC=1)(=O)=O. Product: [Cl:6][C:7]1[CH:12]=[CH:11][N:10]=[C:9]2[CH:13]=[C:14]([C:26]#[N:27])[S:15][C:8]=12. The catalyst class is: 1. (4) Reactant: CS(Cl)(=O)=O.O[CH2:7][C:8]1[CH:12]=[CH:11][O:10][C:9]=1[C:13]([O:15][CH3:16])=[O:14].C(N(CC)CC)C.[K].[C:25]1(=[O:35])[NH:29][C:28](=[O:30])[C:27]2=[CH:31][CH:32]=[CH:33][CH:34]=[C:26]12. Product: [CH3:16][O:15][C:13]([C:9]1[O:10][CH:11]=[CH:12][C:8]=1[CH2:7][N:29]1[C:28](=[O:30])[C:27]2=[CH:31][CH:32]=[CH:33][CH:34]=[C:26]2[C:25]1=[O:35])=[O:14]. The catalyst class is: 84. (5) Reactant: [F:1][C:2]1[CH:3]=[C:4]([CH:8]=[CH:9][C:10]=1[C:11]([F:17])([F:16])[C:12]([F:15])([F:14])[F:13])[C:5]([OH:7])=[O:6].[CH3:18]N(C)CCN(C)C.C([Li])CCC.IC.Cl. Product: [F:1][C:2]1[C:3]([CH3:18])=[C:4]([CH:8]=[CH:9][C:10]=1[C:11]([F:16])([F:17])[C:12]([F:13])([F:14])[F:15])[C:5]([OH:7])=[O:6]. The catalyst class is: 323. (6) Reactant: [C:1]([O:20][CH2:21][CH3:22])(=[O:19])[CH2:2][CH2:3][CH2:4][CH2:5][CH2:6][CH2:7][CH2:8]/[CH:9]=[CH:10]\[CH2:11][CH2:12][CH2:13][CH2:14][CH2:15][CH2:16][CH2:17][CH3:18].[CH2:23](O)[CH2:24][CH2:25]CC. Product: [C:1]([O:20][CH2:21][CH2:22][CH2:23][CH2:24][CH3:25])(=[O:19])[CH2:2][CH2:3][CH2:4][CH2:5][CH2:6][CH2:7][CH2:8]/[CH:9]=[CH:10]\[CH2:11][CH2:12][CH2:13][CH2:14][CH2:15][CH2:16][CH2:17][CH3:18]. The catalyst class is: 28. (7) Reactant: O.[OH-].[Li+].[CH3:4][O:5][CH2:6][C:7]1[CH:12]=[C:11]([C:13]([O:15]C)=[O:14])[CH:10]=[CH:9][C:8]=1[C:17]1[CH:22]=[CH:21][CH:20]=[CH:19][C:18]=1[C:23]([F:26])([F:25])[F:24]. Product: [CH3:4][O:5][CH2:6][C:7]1[CH:12]=[C:11]([C:13]([OH:15])=[O:14])[CH:10]=[CH:9][C:8]=1[C:17]1[CH:22]=[CH:21][CH:20]=[CH:19][C:18]=1[C:23]([F:24])([F:25])[F:26]. The catalyst class is: 87. (8) Reactant: CC(C)([O-])C.[K+].[CH3:7][C:8]1[C:12]([C:13]2[CH:14]=[C:15]([C:34]([NH2:36])=[O:35])[C:16]3[NH:17][C:18]4[C:23]([C:24]=3[CH:25]=2)=[CH:22][C:21]([C:26]([N:28]2[CH2:33][CH2:32][O:31][CH2:30][CH2:29]2)=[O:27])=[CH:20][CH:19]=4)=[C:11]([CH3:37])[O:10][N:9]=1.[CH:38]1([S:41](Cl)(=[O:43])=[O:42])[CH2:40][CH2:39]1. Product: [CH:38]1([S:41]([N:17]2[C:16]3[C:15]([C:34]([NH2:36])=[O:35])=[CH:14][C:13]([C:12]4[C:8]([CH3:7])=[N:9][O:10][C:11]=4[CH3:37])=[CH:25][C:24]=3[C:23]3[C:18]2=[CH:19][CH:20]=[C:21]([C:26]([N:28]2[CH2:29][CH2:30][O:31][CH2:32][CH2:33]2)=[O:27])[CH:22]=3)(=[O:43])=[O:42])[CH2:40][CH2:39]1. The catalyst class is: 7. (9) Reactant: CC(C)[O-].[Al+3].CC(C)[O-].CC(C)[O-].[Cl:14][CH2:15][C:16](=[O:31])[C@@H:17]([NH:26][C:27](=[O:30])[O:28][CH3:29])[CH2:18][S:19][C:20]1[CH:25]=[CH:24][CH:23]=[CH:22][CH:21]=1.Cl. Product: [Cl:14][CH2:15][C@@H:16]([OH:31])[C@@H:17]([NH:26][C:27](=[O:30])[O:28][CH3:29])[CH2:18][S:19][C:20]1[CH:25]=[CH:24][CH:23]=[CH:22][CH:21]=1. The catalyst class is: 32. (10) Reactant: [Cl-].O[NH3+:3].[C:4](=[O:7])([O-])[OH:5].[Na+].CS(C)=O.[C:13]12([CH:23]([O:52][Si](C(C)(C)C)(C)C)[CH2:24][N:25]3[C:30](=[O:31])[C:29]([CH2:32][C:33]4[CH:38]=[CH:37][C:36]([C:39]5[C:40]([C:45]#[N:46])=[CH:41][CH:42]=[CH:43][CH:44]=5)=[CH:35][CH:34]=4)=[C:28]([CH2:47][CH2:48][CH2:49][CH3:50])[N:27]=[C:26]3[CH3:51])[CH2:22][CH:17]3[CH2:18][CH:19]([CH2:21][CH:15]([CH2:16]3)[CH2:14]1)[CH2:20]2. Product: [C:13]12([CH:23]([OH:52])[CH2:24][N:25]3[C:30](=[O:31])[C:29]([CH2:32][C:33]4[CH:34]=[CH:35][C:36]([C:39]5[CH:44]=[CH:43][CH:42]=[CH:41][C:40]=5[C:45]5[NH:3][C:4](=[O:7])[O:5][N:46]=5)=[CH:37][CH:38]=4)=[C:28]([CH2:47][CH2:48][CH2:49][CH3:50])[N:27]=[C:26]3[CH3:51])[CH2:20][CH:19]3[CH2:21][CH:15]([CH2:16][CH:17]([CH2:18]3)[CH2:22]1)[CH2:14]2. The catalyst class is: 13.